Dataset: Full USPTO retrosynthesis dataset with 1.9M reactions from patents (1976-2016). Task: Predict the reactants needed to synthesize the given product. (1) Given the product [CH3:33][S:30]([C:27]1[CH:28]=[CH:29][C:24]([C@H:15]([CH2:16][C:17]2[CH:22]=[CH:21][CH:20]=[CH:19][C:18]=2[CH3:23])[C:14]([OH:34])=[O:36])=[CH:25][CH:26]=1)(=[O:32])=[O:31], predict the reactants needed to synthesize it. The reactants are: C([C@H]1COC(=O)N1[C:14](=[O:34])[C@H:15]([C:24]1[CH:29]=[CH:28][C:27]([S:30]([CH3:33])(=[O:32])=[O:31])=[CH:26][CH:25]=1)[CH2:16][C:17]1[CH:22]=[CH:21][CH:20]=[CH:19][C:18]=1[CH3:23])C1C=CC=CC=1.[Li+].[OH-:36].O. (2) Given the product [Cl:31][C:30]1[C:21]([NH2:20])=[C:22]2[C:27](=[C:28]([C:32]3[O:14][C:12]([CH2:11][CH:8]4[CH2:7][CH2:6][N:5]([CH:1]5[CH2:2][CH2:3][CH2:4]5)[CH2:10][CH2:9]4)=[N:35][N:34]=3)[CH:29]=1)[O:26][CH2:25][CH2:24][CH2:23]2, predict the reactants needed to synthesize it. The reactants are: [CH:1]1([N:5]2[CH2:10][CH2:9][CH:8]([CH2:11][C:12]([OH:14])=O)[CH2:7][CH2:6]2)[CH2:4][CH2:3][CH2:2]1.P(Cl)(Cl)(Cl)=O.[NH2:20][C:21]1[C:30]([Cl:31])=[CH:29][C:28]([C:32]([NH:34][NH2:35])=O)=[C:27]2[C:22]=1[CH2:23][CH2:24][CH2:25][O:26]2. (3) Given the product [C:1]([N:8]([CH2:13][C:14]([OH:16])=[O:15])[CH2:9][C:10]([OH:12])=[O:11])(=[O:3])[CH3:2], predict the reactants needed to synthesize it. The reactants are: [C:1](N)(=[O:3])[CH3:2].C=O.O.[NH:8]([CH2:13][C:14]([OH:16])=[O:15])[CH2:9][C:10]([OH:12])=[O:11].C(NCC(O)=O)(=O)C.CN(CC(O)=O)CC(O)=O.